This data is from Catalyst prediction with 721,799 reactions and 888 catalyst types from USPTO. The task is: Predict which catalyst facilitates the given reaction. Reactant: CN(C(ON1N=NC2C=CC=CC1=2)=[N+](C)C)C.[B-](F)(F)(F)F.[CH3:23][C:24]1[CH:25]=[CH:26][C:27]([N:33]2[N:37]=[CH:36][CH:35]=[N:34]2)=[C:28]([CH:32]=1)[C:29]([OH:31])=O.CCN(C(C)C)C(C)C.Cl.[NH:48]1[CH2:51][CH2:50][C@H:49]1[C:52]([O:54][CH3:55])=[O:53]. Product: [CH3:55][O:54][C:52]([C@@H:49]1[CH2:50][CH2:51][N:48]1[C:29](=[O:31])[C:28]1[CH:32]=[C:24]([CH3:23])[CH:25]=[CH:26][C:27]=1[N:33]1[N:37]=[CH:36][CH:35]=[N:34]1)=[O:53]. The catalyst class is: 34.